From a dataset of Full USPTO retrosynthesis dataset with 1.9M reactions from patents (1976-2016). Predict the reactants needed to synthesize the given product. (1) The reactants are: [CH2:1](Br)[C:2]1[CH:7]=[CH:6][CH:5]=[CH:4][CH:3]=1.[CH3:9][O:10][C:11]1[CH:12]=[C:13]([CH:17]=[CH:18][C:19]=1[N+:20]([O-:22])=[O:21])[C:14]([OH:16])=[O:15].C(=O)([O-])[O-].[K+].[K+].ClCCl.CO. Given the product [CH3:9][O:10][C:11]1[CH:12]=[C:13]([CH:17]=[CH:18][C:19]=1[N+:20]([O-:22])=[O:21])[C:14]([O:16][CH2:1][C:2]1[CH:7]=[CH:6][CH:5]=[CH:4][CH:3]=1)=[O:15], predict the reactants needed to synthesize it. (2) The reactants are: [H-].[Na+].Cl[CH2:4][C:5](=[O:10])[CH2:6][C:7]([O-:9])=[O:8].[N:11]([CH2:14][CH2:15][OH:16])=[N+:12]=[N-:13].Cl.[CH2:18]1COC[CH2:19]1. Given the product [CH2:18]([O:9][C:7](=[O:8])[CH2:6][C:5](=[O:10])[CH2:4][O:16][CH2:15][CH2:14][N:11]=[N+:12]=[N-:13])[CH3:19], predict the reactants needed to synthesize it. (3) Given the product [CH2:2]([C:4]1[C:12]2[C:7](=[N:8][C:9]([CH:14]3[CH2:15][CH2:16][N:17]([C:28]4[CH:33]=[CH:32][N:31]=[CH:30][CH:29]=4)[CH2:18][CH2:19]3)=[N:10][C:11]=2[OH:13])[N:6]([C:20]2[CH:25]=[CH:24][CH:23]=[CH:22][CH:21]=2)[N:5]=1)[CH3:3], predict the reactants needed to synthesize it. The reactants are: Cl.[CH2:2]([C:4]1[C:12]2[C:11](=[O:13])[NH:10][C:9]([CH:14]3[CH2:19][CH2:18][NH:17][CH2:16][CH2:15]3)=[N:8][C:7]=2[N:6]([C:20]2[CH:25]=[CH:24][CH:23]=[CH:22][CH:21]=2)[N:5]=1)[CH3:3].Cl.Br[C:28]1[CH:33]=[CH:32][N:31]=[CH:30][CH:29]=1.C(N(CC)CC)C. (4) The reactants are: Cl[C:2]([F:7])([F:6])C([O-])=O.[Na+].[OH-].[Na+].CN(C=O)C.[Br:16][C:17]1[CH:42]=[CH:41][C:20]([CH2:21][C:22]2[C:23](=[O:40])[N:24]([C:33]3[N:38]=[CH:37][C:36]([OH:39])=[CH:35][N:34]=3)[C:25]([CH3:32])=[N:26][C:27]=2[CH2:28][CH2:29][CH2:30][CH3:31])=[CH:19][CH:18]=1. Given the product [Br:16][C:17]1[CH:18]=[CH:19][C:20]([CH2:21][C:22]2[C:23](=[O:40])[N:24]([C:33]3[N:34]=[CH:35][C:36]([O:39][CH:2]([F:6])[F:7])=[CH:37][N:38]=3)[C:25]([CH3:32])=[N:26][C:27]=2[CH2:28][CH2:29][CH2:30][CH3:31])=[CH:41][CH:42]=1, predict the reactants needed to synthesize it.